From a dataset of Reaction yield outcomes from USPTO patents with 853,638 reactions. Predict the reaction yield, written as a fraction of the theoretical maximum amount of product (1.0 means a 100% yield; for example, 0.34 means a 34% yield). (1) The reactants are [CH2:1]([CH:8]1[CH2:12][CH2:11][N:10]([S:13]([CH2:16][C:17]#[N:18])(=[O:15])=[O:14])[CH2:9]1)[C:2]1[CH:7]=[CH:6][CH:5]=[CH:4][CH:3]=1.[CH2:19]([O:21][CH:22](OCC)OCC)[CH3:20].C(OC(=O)C)(=O)C. No catalyst specified. The product is [CH2:1]([CH:8]1[CH2:12][CH2:11][N:10]([S:13]([C:16](=[CH:22][O:21][CH2:19][CH3:20])[C:17]#[N:18])(=[O:15])=[O:14])[CH2:9]1)[C:2]1[CH:3]=[CH:4][CH:5]=[CH:6][CH:7]=1. The yield is 0.460. (2) The reactants are [CH3:1][C:2]1[CH:7]=[C:6]([N:8]2[CH2:13][CH2:12][CH:11]([C:14]([OH:16])=O)[CH2:10][CH2:9]2)[CH:5]=[CH:4][N:3]=1.[Cl:17][C:18]1[C:26]2[C:21](=[CH:22][C:23]([S:27]([N:30]3[CH2:35][CH2:34][NH:33][CH2:32][CH2:31]3)(=[O:29])=[O:28])=[CH:24][CH:25]=2)[NH:20][CH:19]=1.C(N(CC)C(C)C)(C)C.F[B-](F)(F)F.N1(OC(N(C)C)=[N+](C)C)C2C=CC=CC=2N=N1. The catalyst is CN(C)C=O. The product is [Cl:17][C:18]1[C:26]2[C:21](=[CH:22][C:23]([S:27]([N:30]3[CH2:35][CH2:34][N:33]([C:14]([CH:11]4[CH2:10][CH2:9][N:8]([C:6]5[CH:5]=[CH:4][N:3]=[C:2]([CH3:1])[CH:7]=5)[CH2:13][CH2:12]4)=[O:16])[CH2:32][CH2:31]3)(=[O:28])=[O:29])=[CH:24][CH:25]=2)[NH:20][CH:19]=1. The yield is 0.640. (3) The reactants are [F:1][C:2]([F:20])([F:19])[C:3](O)=[CH:4][C:5]([C:7]1[CH:17]=[CH:16][C:10]2[O:11][CH2:12][C:13](=[O:15])[NH:14][C:9]=2[CH:8]=1)=O.Cl.[F:22][C:23]1[CH:24]=[C:25]([NH:29][NH2:30])[CH:26]=[CH:27][CH:28]=1. No catalyst specified. The product is [F:22][C:23]1[CH:24]=[C:25]([N:29]2[C:5]([C:7]3[CH:17]=[CH:16][C:10]4[O:11][CH2:12][C:13](=[O:15])[NH:14][C:9]=4[CH:8]=3)=[CH:4][C:3]([C:2]([F:20])([F:19])[F:1])=[N:30]2)[CH:26]=[CH:27][CH:28]=1. The yield is 0.860. (4) The reactants are [CH:1]1([CH2:6][CH:7]([C:11]2[CH:16]=[CH:15][C:14]([F:17])=[C:13]([C:18]([F:21])([F:20])[F:19])[CH:12]=2)[C:8]([OH:10])=O)[CH2:5][CH2:4][CH2:3][CH2:2]1.C(Cl)(=O)C(Cl)=O.[CH2:28]([O:30][C:31](=[O:39])[CH2:32][C:33]1[N:34]=[C:35]([NH2:38])[S:36][CH:37]=1)[CH3:29].C(N(CC)C(C)C)(C)C. The catalyst is C(Cl)Cl.CN(C)C=O.O1CCCC1. The product is [CH2:28]([O:30][C:31](=[O:39])[CH2:32][C:33]1[N:34]=[C:35]([NH:38][C:8](=[O:10])[CH:7]([C:11]2[CH:16]=[CH:15][C:14]([F:17])=[C:13]([C:18]([F:21])([F:19])[F:20])[CH:12]=2)[CH2:6][CH:1]2[CH2:5][CH2:4][CH2:3][CH2:2]2)[S:36][CH:37]=1)[CH3:29]. The yield is 0.537.